This data is from NCI-60 drug combinations with 297,098 pairs across 59 cell lines. The task is: Regression. Given two drug SMILES strings and cell line genomic features, predict the synergy score measuring deviation from expected non-interaction effect. (1) Drug 1: C1=NNC2=C1C(=O)NC=N2. Cell line: MDA-MB-435. Synergy scores: CSS=-4.77, Synergy_ZIP=3.39, Synergy_Bliss=-0.843, Synergy_Loewe=-4.47, Synergy_HSA=-7.36. Drug 2: CC(C)CN1C=NC2=C1C3=CC=CC=C3N=C2N. (2) Drug 1: C1=CC(=CC=C1CC(C(=O)O)N)N(CCCl)CCCl.Cl. Drug 2: CC1=CC=C(C=C1)C2=CC(=NN2C3=CC=C(C=C3)S(=O)(=O)N)C(F)(F)F. Cell line: HOP-92. Synergy scores: CSS=3.58, Synergy_ZIP=-6.09, Synergy_Bliss=-7.90, Synergy_Loewe=-10.3, Synergy_HSA=-6.97. (3) Drug 1: C1CC(C1)(C(=O)O)C(=O)O.[NH2-].[NH2-].[Pt+2]. Drug 2: C1=CN(C=N1)CC(O)(P(=O)(O)O)P(=O)(O)O. Cell line: SR. Synergy scores: CSS=22.8, Synergy_ZIP=-3.56, Synergy_Bliss=-3.54, Synergy_Loewe=-9.65, Synergy_HSA=-2.77.